From a dataset of Peptide-MHC class II binding affinity with 134,281 pairs from IEDB. Regression. Given a peptide amino acid sequence and an MHC pseudo amino acid sequence, predict their binding affinity value. This is MHC class II binding data. (1) The peptide sequence is EHELYVAVLSNALHR. The MHC is HLA-DPA10103-DPB10301 with pseudo-sequence HLA-DPA10103-DPB10301. The binding affinity (normalized) is 0.758. (2) The peptide sequence is KGGFMYLKELYNNVN. The MHC is DRB1_0901 with pseudo-sequence DRB1_0901. The binding affinity (normalized) is 0.312. (3) The peptide sequence is PQHMLMRVAVGIHQW. The MHC is HLA-DQA10401-DQB10402 with pseudo-sequence HLA-DQA10401-DQB10402. The binding affinity (normalized) is 0.211. (4) The MHC is DRB1_1101 with pseudo-sequence DRB1_1101. The peptide sequence is QSALSEFIKFAEGRR. The binding affinity (normalized) is 0.532.